From a dataset of Full USPTO retrosynthesis dataset with 1.9M reactions from patents (1976-2016). Predict the reactants needed to synthesize the given product. (1) Given the product [CH3:17][O:18][C:19]1[CH:20]=[C:21]2[C:22]([C:3]([S:4][C:5]3[CH:6]=[C:7]([CH2:11][C:12]([OH:14])=[O:13])[CH:8]=[CH:9][CH:10]=3)=[C:2]([CH3:15])[NH:25]2)=[CH:23][CH:24]=1, predict the reactants needed to synthesize it. The reactants are: O=[C:2]([CH3:15])[CH2:3][S:4][C:5]1[CH:6]=[C:7]([CH2:11][C:12]([OH:14])=[O:13])[CH:8]=[CH:9][CH:10]=1.Cl.[CH3:17][O:18][C:19]1[CH:20]=[C:21]([NH:25]N)[CH:22]=[CH:23][CH:24]=1. (2) Given the product [CH3:26][NH:27][C:16]([NH:15][C:12]1[CH:13]=[CH:14][C:9]([B:4]2[O:3][C:2]([CH3:25])([CH3:1])[C:6]([CH3:8])([CH3:7])[O:5]2)=[CH:10][CH:11]=1)=[O:17], predict the reactants needed to synthesize it. The reactants are: [CH3:1][C:2]1([CH3:25])[C:6]([CH3:8])([CH3:7])[O:5][B:4]([C:9]2[CH:14]=[CH:13][C:12]([NH:15][C:16](=O)[O:17]C3C=CC=CC=3)=[CH:11][CH:10]=2)[O:3]1.[CH3:26][NH2:27].C1COCC1. (3) Given the product [O:60]=[S:61]1(=[O:67])[CH2:66][CH2:65][N:64]([CH2:58][C@H:56]2[CH2:57][C@H:54]([N:38]3[C:34]4[N:35]=[CH:36][N:37]=[C:32]([NH2:31])[C:33]=4[C:40]([C:41]4[CH:46]=[CH:45][CH:44]=[C:43]([O:47][CH2:48][CH:49]5[CH2:53][CH2:52][CH2:51][O:50]5)[CH:42]=4)=[CH:39]3)[CH2:55]2)[CH2:63][CH2:62]1, predict the reactants needed to synthesize it. The reactants are: NC1C2C(C3C=CC=C(OCC4CCCCO4)C=3)=CN([C@@H]3C[C@H](C=O)C3)C=2N=CN=1.[NH2:31][C:32]1[C:33]2[C:40]([C:41]3[CH:46]=[CH:45][CH:44]=[C:43]([O:47][CH2:48][CH:49]4[CH2:53][CH2:52][CH2:51][O:50]4)[CH:42]=3)=[CH:39][N:38]([C@H:54]3[CH2:57][C@H:56]([CH2:58]O)[CH2:55]3)[C:34]=2[N:35]=[CH:36][N:37]=1.[O:60]=[S:61]1(=[O:67])[CH2:66][CH2:65][NH:64][CH2:63][CH2:62]1. (4) Given the product [CH:42]([C:45]1[CH:50]=[CH:49][N:48]=[C:47]([NH:51][C:28]([C:27]2[CH:31]=[CH:32][C:24]([O:23][C:21]3[CH:20]=[CH:19][N:18]=[C:17]4[N:16]([CH2:33][C:34]5[CH:35]=[CH:36][C:37]([O:40][CH3:41])=[CH:38][CH:39]=5)[N:15]=[C:14]([NH:13][C@H:10]5[CH2:11][CH2:12][N:8]([C:6]([O:5][C:1]([CH3:4])([CH3:3])[CH3:2])=[O:7])[CH2:9]5)[C:22]=34)=[CH:25][CH:26]=2)=[O:29])[CH:46]=1)([CH3:44])[CH3:43], predict the reactants needed to synthesize it. The reactants are: [C:1]([O:5][C:6]([N:8]1[CH2:12][CH2:11][C@H:10]([NH:13][C:14]2[C:22]3[C:17](=[N:18][CH:19]=[CH:20][C:21]=3[O:23][C:24]3[CH:32]=[CH:31][C:27]([C:28](O)=[O:29])=[CH:26][CH:25]=3)[N:16]([CH2:33][C:34]3[CH:39]=[CH:38][C:37]([O:40][CH3:41])=[CH:36][CH:35]=3)[N:15]=2)[CH2:9]1)=[O:7])([CH3:4])([CH3:3])[CH3:2].[CH:42]([C:45]1[CH:50]=[CH:49][N:48]=[C:47]([NH2:51])[CH:46]=1)([CH3:44])[CH3:43]. (5) Given the product [CH2:1]([C:8]1([OH:27])[C:9](=[O:26])[N:10]([C:20]2[CH:21]=[CH:22][CH:23]=[CH:24][CH:25]=2)[N:11]([C:14]2[CH:15]=[CH:16][CH:17]=[CH:18][CH:19]=2)[C:12]1=[O:13])[C:2]1[CH:3]=[CH:4][CH:5]=[CH:6][CH:7]=1, predict the reactants needed to synthesize it. The reactants are: [CH2:1]([CH:8]1[C:12](=[O:13])[N:11]([C:14]2[CH:19]=[CH:18][CH:17]=[CH:16][CH:15]=2)[N:10]([C:20]2[CH:25]=[CH:24][CH:23]=[CH:22][CH:21]=2)[C:9]1=[O:26])[C:2]1[CH:7]=[CH:6][CH:5]=[CH:4][CH:3]=1.[OH:27]O. (6) Given the product [CH2:1]([O:3][C:4]([C:6]1[NH:7][C:8]2[C:13]([CH:14]=1)=[CH:12][C:11]([C:23]1[CH:24]=[CH:25][C:20]([C:16]([CH3:19])([CH3:18])[CH3:17])=[CH:21][CH:22]=1)=[CH:10][CH:9]=2)=[O:5])[CH3:2], predict the reactants needed to synthesize it. The reactants are: [CH2:1]([O:3][C:4]([C:6]1[NH:7][C:8]2[C:13]([CH:14]=1)=[CH:12][C:11](Br)=[CH:10][CH:9]=2)=[O:5])[CH3:2].[C:16]([C:20]1[CH:25]=[CH:24][C:23](B(O)O)=[CH:22][CH:21]=1)([CH3:19])([CH3:18])[CH3:17].[O-]P([O-])([O-])=O.[K+].[K+].[K+].C1(C)C=CC=CC=1P(C1C=CC=CC=1C)C1C=CC=CC=1C.C([O-])(O)=O.[Na+]. (7) Given the product [CH:13]1([NH:12][CH2:10][C:9]2[CH:16]=[CH:17][CH:18]=[CH:19][C:8]=2[NH2:7])[CH2:15][CH2:14]1, predict the reactants needed to synthesize it. The reactants are: [H-].[H-].[H-].[H-].[Li+].[Al+3].[NH2:7][C:8]1[CH:19]=[CH:18][CH:17]=[CH:16][C:9]=1[C:10]([NH:12][CH:13]1[CH2:15][CH2:14]1)=O.O.[OH-].[Na+]. (8) Given the product [CH3:24][C@@H:21]1[CH2:22][CH2:23][C@H:18]([O:12][C:9]2[CH:10]=[C:11]3[C:6]([CH:5]=[CH:4][CH:3]=[C:2]3[NH2:1])=[CH:7][CH:8]=2)[CH2:19][CH2:20]1, predict the reactants needed to synthesize it. The reactants are: [NH2:1][C:2]1[CH:3]=[CH:4][CH:5]=[C:6]2[C:11]=1[CH:10]=[C:9]([OH:12])[CH:8]=[CH:7]2.CS(O[C@H:18]1[CH2:23][CH2:22][C@H:21]([CH3:24])[CH2:20][CH2:19]1)(=O)=O.C([O-])([O-])=O.[Cs+].[Cs+].